Dataset: Full USPTO retrosynthesis dataset with 1.9M reactions from patents (1976-2016). Task: Predict the reactants needed to synthesize the given product. The reactants are: [C:1]([C:3]1[CH:4]=[C:5]([NH:9][C:10](=[O:32])[NH:11][C:12]2[CH:17]=[CH:16][C:15]([S:18]([NH:21][C:22]3[CH:27]=[CH:26][C:25]([S:28](=[O:31])(=[O:30])[NH2:29])=[CH:24][CH:23]=3)(=[O:20])=[O:19])=[CH:14][CH:13]=2)[CH:6]=[CH:7][CH:8]=1)#[N:2].[CH2:33]([N:37]1[CH2:42][CH2:41][NH:40][CH2:39][CH2:38]1)[CH2:34][CH2:35][CH3:36]. Given the product [CH2:33]([N:37]1[CH2:42][CH2:41][N:40]([C:1](=[NH:2])[C:3]2[CH:4]=[C:5]([NH:9][C:10](=[O:32])[NH:11][C:12]3[CH:17]=[CH:16][C:15]([S:18]([NH:21][C:22]4[CH:27]=[CH:26][C:25]([S:28](=[O:31])(=[O:30])[NH2:29])=[CH:24][CH:23]=4)(=[O:20])=[O:19])=[CH:14][CH:13]=3)[CH:6]=[CH:7][CH:8]=2)[CH2:39][CH2:38]1)[CH2:34][CH2:35][CH3:36], predict the reactants needed to synthesize it.